This data is from Forward reaction prediction with 1.9M reactions from USPTO patents (1976-2016). The task is: Predict the product of the given reaction. (1) Given the reactants [CH:1]1[C:14]2[C:5](=[CH:6][C:7]3[C:12]([C:13]=2[C:15](Cl)=[O:16])=[CH:11][CH:10]=[CH:9][CH:8]=3)[CH:4]=[CH:3][CH:2]=1.Cl.Cl.[CH2:20]([O:22][C:23]([CH:25]1[CH2:30][CH2:29][CH2:28][N:27]([CH:31]2[CH2:36][CH2:35][NH:34][CH2:33][CH2:32]2)[CH2:26]1)=[O:24])[CH3:21].C(N(CC)CC)C.[OH-].[Na+], predict the reaction product. The product is: [CH2:20]([O:22][C:23]([C@@H:25]1[CH2:30][CH2:29][CH2:28][N:27]([CH:31]2[CH2:32][CH2:33][N:34]([C:15]([C:13]3[C:14]4[C:5]([CH:6]=[C:7]5[C:12]=3[CH:11]=[CH:10][CH:9]=[CH:8]5)=[CH:4][CH:3]=[CH:2][CH:1]=4)=[O:16])[CH2:35][CH2:36]2)[CH2:26]1)=[O:24])[CH3:21]. (2) Given the reactants [CH3:1][C:2]1([CH3:33])[C:14]2[NH:13][C:12]3[C:7](=[CH:8][CH:9]=[C:10]([C:15]#[N:16])[CH:11]=3)[C:6]=2[C:5](=[O:17])[C:4]2[CH:18]=[C:19]([N+:30]([O-])=O)[C:20]([O:22][CH:23]3[CH2:28][CH2:27][N:26]([CH3:29])[CH2:25][CH2:24]3)=[CH:21][C:3]1=2.C([O-])(=O)C.[NH4+].C(=O)([O-])O.[Na+], predict the reaction product. The product is: [NH2:30][C:19]1[C:20]([O:22][CH:23]2[CH2:28][CH2:27][N:26]([CH3:29])[CH2:25][CH2:24]2)=[CH:21][C:3]2[C:2]([CH3:33])([CH3:1])[C:14]3[NH:13][C:12]4[C:7]([C:6]=3[C:5](=[O:17])[C:4]=2[CH:18]=1)=[CH:8][CH:9]=[C:10]([C:15]#[N:16])[CH:11]=4. (3) Given the reactants [Si](OCC1N=CN(CCF)C=1)(C(C)(C)C)(C1C=CC=CC=1)C1C=CC=CC=1.[Si:28]([O:45][CH2:46][C:47]1[N:51]([CH2:52][CH2:53]F)[CH:50]=[N:49][CH:48]=1)([C:41]([CH3:44])([CH3:43])[CH3:42])([C:35]1[CH:40]=[CH:39][CH:38]=[CH:37][CH:36]=1)[C:29]1[CH:34]=[CH:33][CH:32]=[CH:31][CH:30]=1.C([Li])CCC.[Cl-].[NH4+], predict the reaction product. The product is: [Si:28]([O:45][CH2:46][C:47]1[N:51]([CH:52]=[CH2:53])[CH:50]=[N:49][CH:48]=1)([C:41]([CH3:44])([CH3:42])[CH3:43])([C:35]1[CH:40]=[CH:39][CH:38]=[CH:37][CH:36]=1)[C:29]1[CH:34]=[CH:33][CH:32]=[CH:31][CH:30]=1. (4) Given the reactants [CH3:1][C:2]1[CH:7]=[CH:6][C:5](OS(C(F)(F)F)(=O)=O)=[C:4]([C:16]2[CH:21]=[CH:20][N:19]=[CH:18][CH:17]=2)[CH:3]=1.CC1(C)C(C)(C)OB([C:30]2[CH:47]=[CH:46][C:33]([O:34][CH2:35][C:36]3[CH:45]=[CH:44][C:43]4[C:38](=[CH:39][CH:40]=[CH:41][CH:42]=4)[N:37]=3)=[CH:32][CH:31]=2)O1.C([O-])([O-])=O.[Cs+].[Cs+], predict the reaction product. The product is: [CH3:1][C:2]1[CH:7]=[CH:6][C:5]([C:30]2[CH:31]=[CH:32][C:33]([O:34][CH2:35][C:36]3[CH:45]=[CH:44][C:43]4[C:38](=[CH:39][CH:40]=[CH:41][CH:42]=4)[N:37]=3)=[CH:46][CH:47]=2)=[C:4]([C:16]2[CH:21]=[CH:20][N:19]=[CH:18][CH:17]=2)[CH:3]=1. (5) Given the reactants [N+:1]([C:4]1[CH:13]=[CH:12][CH:11]=[C:10]2[C:5]=1[CH:6]=[CH:7][N:8]=[CH:9]2)([O-])=O.[CH3:14]OS(OC)(=O)=O.[C:21](OC(=O)C)(=[O:23])[CH3:22], predict the reaction product. The product is: [CH3:14][N:8]1[CH2:7][CH2:6][C:5]2[C:10](=[CH:11][CH:12]=[CH:13][C:4]=2[NH:1][C:21](=[O:23])[CH3:22])[CH2:9]1. (6) Given the reactants [N:1]1([C:7]2[CH:12]=[CH:11][C:10]([CH2:13][C:14]([OH:16])=[O:15])=[CH:9][CH:8]=2)[CH2:6][CH2:5][O:4][CH2:3][CH2:2]1.S(=O)(=O)(O)O.[CH3:22]O, predict the reaction product. The product is: [CH3:22][O:15][C:14](=[O:16])[CH2:13][C:10]1[CH:9]=[CH:8][C:7]([N:1]2[CH2:2][CH2:3][O:4][CH2:5][CH2:6]2)=[CH:12][CH:11]=1. (7) Given the reactants C(O[C:4]([C:6]1([CH2:10][NH:11][C:12](=[O:18])[CH2:13][C:14]([O:16][CH3:17])=[O:15])[CH2:9][CH2:8][CH2:7]1)=[O:5])C.[Na], predict the reaction product. The product is: [CH3:17][O:16][C:14]([CH:13]1[C:4](=[O:5])[C:6]2([CH2:7][CH2:8][CH2:9]2)[CH2:10][NH:11][C:12]1=[O:18])=[O:15].